From a dataset of Reaction yield outcomes from USPTO patents with 853,638 reactions. Predict the reaction yield, written as a fraction of the theoretical maximum amount of product (1.0 means a 100% yield; for example, 0.34 means a 34% yield). (1) The reactants are [CH2:1]([N:3]1[C:7]2[N:8]=[N:9][CH:10]=[C:11]([C:12]3[CH:17]=[CH:16][C:15]([F:18])=[C:14](I)[CH:13]=3)[C:6]=2[N:5]=[CH:4]1)[CH3:2].CC1(C)C(C)(C)OB([C:28]2[CH:33]=[CH:32][C:31]([S:34]([NH2:37])(=[O:36])=[O:35])=[CH:30][CH:29]=2)O1. No catalyst specified. The product is [CH2:1]([N:3]1[C:7]2[N:8]=[N:9][CH:10]=[C:11]([C:12]3[CH:17]=[CH:16][C:15]([F:18])=[C:14]([C:28]4[CH:33]=[CH:32][C:31]([S:34]([NH2:37])(=[O:36])=[O:35])=[CH:30][CH:29]=4)[CH:13]=3)[C:6]=2[N:5]=[CH:4]1)[CH3:2]. The yield is 0.570. (2) The catalyst is CO. The yield is 0.950. The reactants are [OH:1]OS([O-])=O.[K+].[Cl:7][C:8]1[CH:9]=[C:10]2[C:15](=[CH:16][CH:17]=1)[CH:14]=[C:13]([S:18][CH2:19][C@@H:20]([NH:39][C:40](=[O:46])[O:41][C:42]([CH3:45])([CH3:44])[CH3:43])[C:21]([N:23]1[CH2:28][CH2:27][CH:26]([N:29]3[CH2:33][C:32]4=[CH:34][N:35]=[C:36]([CH3:37])[N:31]4[C:30]3=[O:38])[CH2:25][CH2:24]1)=[O:22])[CH:12]=[CH:11]2.[OH2:47]. The product is [Cl:7][C:8]1[CH:9]=[C:10]2[C:15](=[CH:16][CH:17]=1)[CH:14]=[C:13]([S:18]([CH2:19][C@@H:20]([NH:39][C:40](=[O:46])[O:41][C:42]([CH3:43])([CH3:45])[CH3:44])[C:21]([N:23]1[CH2:24][CH2:25][CH:26]([N:29]3[CH2:33][C:32]4=[CH:34][N:35]=[C:36]([CH3:37])[N:31]4[C:30]3=[O:38])[CH2:27][CH2:28]1)=[O:22])(=[O:1])=[O:47])[CH:12]=[CH:11]2. (3) The reactants are [CH3:1][O:2][C:3]1[CH:8]=[CH:7][CH:6]=[C:5]([O:9][CH3:10])[CH:4]=1.C([Li])CCC.[CH2:16]([C:18]1[CH:25]=[CH:24][C:21]([CH2:22]Br)=[CH:20][CH:19]=1)[CH3:17].[Cl-].[NH4+]. The catalyst is O1CCCC1. The product is [CH3:1][O:2][C:3]1[CH:8]=[CH:7][CH:6]=[C:5]([O:9][CH3:10])[C:4]=1[CH2:22][C:21]1[CH:24]=[CH:25][C:18]([CH2:16][CH3:17])=[CH:19][CH:20]=1. The yield is 0.490. (4) The reactants are Cl[C:2]1[C:11]2[C:6](=[CH:7][CH:8]=[CH:9][CH:10]=2)C(C)=NN=1.C(Br)[C:14]1[CH:19]=[CH:18][CH:17]=[CH:16][CH:15]=1.[C:21]([O-:24])([O-])=O.[K+].[K+].CC(C)=[O:29]. No catalyst specified. The product is [CH2:21]([O:24][C:8]1[CH:7]=[CH:6][C:11]([CH:2]=[O:29])=[CH:10][CH:9]=1)[C:14]1[CH:19]=[CH:18][CH:17]=[CH:16][CH:15]=1. The yield is 0.860. (5) The reactants are OC(C(F)(F)F)=O.[CH3:8][N:9]1[CH:13]([C:14]([OH:16])=O)[CH2:12][N:11]([C:17]2[C:22]([CH3:23])=[CH:21][CH:20]=[CH:19][N:18]=2)[C:10]1=[O:24].O.ON1C2C=CC=CC=2N=N1.Cl.C(N=C=NCCCN(C)C)C.C(N1CCOCC1)C.Cl.[Cl:57][C:58]1[C:63]([F:64])=[C:62]([F:65])[CH:61]=[CH:60][C:59]=1[CH2:66][NH2:67]. The catalyst is ClCCl. The product is [Cl:57][C:58]1[C:63]([F:64])=[C:62]([F:65])[CH:61]=[CH:60][C:59]=1[CH2:66][NH:67][C:14]([CH:13]1[CH2:12][N:11]([C:17]2[C:22]([CH3:23])=[CH:21][CH:20]=[CH:19][N:18]=2)[C:10](=[O:24])[N:9]1[CH3:8])=[O:16]. The yield is 0.460. (6) The reactants are I[C:2]1[CH:7]=[C:6]([N+:8]([O-:10])=[O:9])[CH:5]=[C:4]([O:11][CH3:12])[CH:3]=1.[S:13]1[CH:17]=[CH:16][C:15](B(O)O)=[CH:14]1.C(=O)([O-])[O-].[K+].[K+]. The catalyst is C(O)C.C1C=CC([P]([Pd]([P](C2C=CC=CC=2)(C2C=CC=CC=2)C2C=CC=CC=2)([P](C2C=CC=CC=2)(C2C=CC=CC=2)C2C=CC=CC=2)[P](C2C=CC=CC=2)(C2C=CC=CC=2)C2C=CC=CC=2)(C2C=CC=CC=2)C2C=CC=CC=2)=CC=1. The product is [CH3:12][O:11][C:4]1[CH:3]=[C:2]([C:15]2[CH:16]=[CH:17][S:13][CH:14]=2)[CH:7]=[C:6]([N+:8]([O-:10])=[O:9])[CH:5]=1. The yield is 0.920. (7) The reactants are [N+:1]([C:4]1[CH:5]=[CH:6][C:7]([C:20]([O:22]CC)=[O:21])=[N:8][C:9]=1[NH:10][CH2:11][CH2:12][CH2:13][N:14]1[CH2:19][CH2:18][CH2:17][CH2:16][CH2:15]1)([O-:3])=[O:2].O1CCCC1.[OH-].[Li+]. The yield is 0.600. The catalyst is CO. The product is [N+:1]([C:4]1[CH:5]=[CH:6][C:7]([C:20]([OH:22])=[O:21])=[N:8][C:9]=1[NH:10][CH2:11][CH2:12][CH2:13][N:14]1[CH2:19][CH2:18][CH2:17][CH2:16][CH2:15]1)([O-:3])=[O:2]. (8) The reactants are Cl[C:2]1[N:7]=[C:6]2[N:8]([CH2:11][C:12]3[C:21]4[C:16](=[CH:17][CH:18]=[CH:19][CH:20]=4)[CH:15]=[CH:14][CH:13]=3)[CH:9]=[N:10][C:5]2=[C:4]([O:22]C)[CH:3]=1.[NH:24]1[CH2:29][CH2:28][O:27][CH2:26][CH2:25]1.Cl. The catalyst is O. The product is [N:24]1([C:2]2[NH:7][C:6]3[N:8]([CH2:11][C:12]4[C:21]5[C:16](=[CH:17][CH:18]=[CH:19][CH:20]=5)[CH:15]=[CH:14][CH:13]=4)[CH:9]=[N:10][C:5]=3[C:4](=[O:22])[CH:3]=2)[CH2:29][CH2:28][O:27][CH2:26][CH2:25]1. The yield is 0.283.